Dataset: TCR-epitope binding with 47,182 pairs between 192 epitopes and 23,139 TCRs. Task: Binary Classification. Given a T-cell receptor sequence (or CDR3 region) and an epitope sequence, predict whether binding occurs between them. (1) The epitope is GTSGSPIINR. The TCR CDR3 sequence is CASSLGEGSSYNEQFF. Result: 1 (the TCR binds to the epitope). (2) The epitope is YLDAYNMMI. The TCR CDR3 sequence is CASSLRGNEQFF. Result: 1 (the TCR binds to the epitope). (3) The epitope is FVDGVPFVV. The TCR CDR3 sequence is CASSLVLNTGELFF. Result: 1 (the TCR binds to the epitope).